From a dataset of Peptide-MHC class I binding affinity with 185,985 pairs from IEDB/IMGT. Regression. Given a peptide amino acid sequence and an MHC pseudo amino acid sequence, predict their binding affinity value. This is MHC class I binding data. (1) The peptide sequence is TAYCPLQHW. The MHC is HLA-A11:01 with pseudo-sequence HLA-A11:01. The binding affinity (normalized) is 0.213. (2) The peptide sequence is YVEHDPRLV. The binding affinity (normalized) is 0.218. The MHC is HLA-A02:01 with pseudo-sequence HLA-A02:01. (3) The peptide sequence is APRTLVYLL. The MHC is HLA-B57:01 with pseudo-sequence HLA-B57:01. The binding affinity (normalized) is 0.152.